From a dataset of Merck oncology drug combination screen with 23,052 pairs across 39 cell lines. Regression. Given two drug SMILES strings and cell line genomic features, predict the synergy score measuring deviation from expected non-interaction effect. Drug 1: C=CCn1c(=O)c2cnc(Nc3ccc(N4CCN(C)CC4)cc3)nc2n1-c1cccc(C(C)(C)O)n1. Drug 2: O=C(NOCC(O)CO)c1ccc(F)c(F)c1Nc1ccc(I)cc1F. Cell line: RKO. Synergy scores: synergy=24.4.